Dataset: Catalyst prediction with 721,799 reactions and 888 catalyst types from USPTO. Task: Predict which catalyst facilitates the given reaction. (1) Reactant: [C:1]([O:5][C:6]([N:8]([CH2:16][C:17]1[CH:26]=[CH:25][C:24]2[C:19](=[CH:20][CH:21]=[C:22]([O:27][C@H:28]3[CH2:33][CH2:32][C@H:31]([C:34]([CH3:37])([CH3:36])[CH3:35])[CH2:30][CH2:29]3)[CH:23]=2)[CH:18]=1)[CH2:9][CH2:10][C:11]([O:13]CC)=[O:12])=[O:7])([CH3:4])([CH3:3])[CH3:2].[OH-].[Na+].Cl. Product: [C:1]([O:5][C:6]([N:8]([CH2:16][C:17]1[CH:26]=[CH:25][C:24]2[C:19](=[CH:20][CH:21]=[C:22]([O:27][C@H:28]3[CH2:29][CH2:30][C@H:31]([C:34]([CH3:37])([CH3:36])[CH3:35])[CH2:32][CH2:33]3)[CH:23]=2)[CH:18]=1)[CH2:9][CH2:10][C:11]([OH:13])=[O:12])=[O:7])([CH3:3])([CH3:4])[CH3:2]. The catalyst class is: 14. (2) The catalyst class is: 4. Product: [CH3:15][O:14][C:12](=[O:13])[C@@H:11]([O:16][S:25]([CH3:24])(=[O:27])=[O:26])[CH2:10][CH2:9][O:8][Si:1]([C:4]([CH3:5])([CH3:7])[CH3:6])([CH3:3])[CH3:2]. Reactant: [Si:1]([O:8][CH2:9][CH2:10][C@H:11]([OH:16])[C:12]([O:14][CH3:15])=[O:13])([C:4]([CH3:7])([CH3:6])[CH3:5])([CH3:3])[CH3:2].C(N(CC)CC)C.[CH3:24][S:25](Cl)(=[O:27])=[O:26]. (3) Reactant: [NH2:1][CH:2]([C:4]1[N:5]=[C:6]2[S:21][CH:20]=[C:19]([CH3:22])[N:7]2[C:8](=[O:18])[C:9]=1[C:10]1[CH:15]=[C:14]([F:16])[CH:13]=[C:12]([F:17])[CH:11]=1)[CH3:3].[NH2:23][C:24]1[N:32]=[C:31]2[C:27]([NH:28][CH:29]=[N:30]2)=[C:26](Br)[N:25]=1.C(N(CC)C(C)C)(C)C. Product: [NH2:23][C:24]1[N:32]=[C:31]2[C:27]([N:28]=[CH:29][NH:30]2)=[C:26]([NH:1][CH:2]([C:4]2[N:5]=[C:6]3[S:21][CH:20]=[C:19]([CH3:22])[N:7]3[C:8](=[O:18])[C:9]=2[C:10]2[CH:15]=[C:14]([F:16])[CH:13]=[C:12]([F:17])[CH:11]=2)[CH3:3])[N:25]=1. The catalyst class is: 8. (4) Reactant: [NH2:1][C:2]1[CH:3]=[C:4]([CH:8]=[CH:9][CH:10]=1)[C:5]([OH:7])=[O:6].[CH3:11][C:12]([O:15][C:16](O[C:16]([O:15][C:12]([CH3:14])([CH3:13])[CH3:11])=[O:17])=[O:17])([CH3:14])[CH3:13].CCN(CC)CC. Product: [C:12]([O:15][C:16]([NH:1][C:2]1[CH:3]=[C:4]([CH:8]=[CH:9][CH:10]=1)[C:5]([OH:7])=[O:6])=[O:17])([CH3:14])([CH3:13])[CH3:11]. The catalyst class is: 20. (5) Reactant: C([O:3][C:4](=O)/[CH:5]=[C:6](\[CH3:17])/[C:7]#[C:8][C:9]1[CH:14]=[C:13]([Cl:15])[CH:12]=[C:11]([Cl:16])[CH:10]=1)C.[H-].C([Al+]CC(C)C)C(C)C.[Cl-].[NH4+].C(OCC)(=O)C. Product: [CH3:17]/[C:6](/[C:7]#[C:8][C:9]1[CH:10]=[C:11]([Cl:16])[CH:12]=[C:13]([Cl:15])[CH:14]=1)=[CH:5]\[CH2:4][OH:3]. The catalyst class is: 1.